From a dataset of Catalyst prediction with 721,799 reactions and 888 catalyst types from USPTO. Predict which catalyst facilitates the given reaction. (1) Reactant: [C:1]1([C:7]2[N:8]=[CH:9][C:10]3[O:11][CH2:12][CH2:13][NH:14][C:15]=3[N:16]=2)[CH:6]=[CH:5][CH:4]=[CH:3][CH:2]=1.C[Si]([N-][Si](C)(C)C)(C)C.[Li+].[F:27][C:28]1[N:33]=[C:32](F)[CH:31]=[CH:30][N:29]=1. Product: [F:27][C:28]1[N:33]=[C:32]([N:14]2[CH2:13][CH2:12][O:11][C:10]3[CH:9]=[N:8][C:7]([C:1]4[CH:2]=[CH:3][CH:4]=[CH:5][CH:6]=4)=[N:16][C:15]2=3)[CH:31]=[CH:30][N:29]=1. The catalyst class is: 1. (2) Reactant: [CH3:1][O:2][C:3](=[O:12])[C:4]1[CH:9]=[C:8](I)[CH:7]=[C:6]([Br:11])[CH:5]=1.[O:13]1[CH2:17][CH2:16][NH:15][C:14]1=[O:18].C(=O)([O-])[O-].[K+].[K+].CNCCNC. Product: [CH3:1][O:2][C:3](=[O:12])[C:4]1[CH:9]=[C:8]([N:15]2[CH2:16][CH2:17][O:13][C:14]2=[O:18])[CH:7]=[C:6]([Br:11])[CH:5]=1. The catalyst class is: 767. (3) Reactant: [NH2:1][C:2]1[CH:7]=[N:6][CH:5]=[C:4]([O:8][CH3:9])[N:3]=1.CC#N.N1C=CC=CC=1.[C:19]1([O:25][C:26](Cl)=[O:27])[CH:24]=[CH:23][CH:22]=[CH:21][CH:20]=1. Product: [CH3:9][O:8][C:4]1[N:3]=[C:2]([NH:1][C:26](=[O:27])[O:25][C:19]2[CH:24]=[CH:23][CH:22]=[CH:21][CH:20]=2)[CH:7]=[N:6][CH:5]=1. The catalyst class is: 1. (4) Reactant: [OH-].[Li+].[Cl:3][C:4]1[CH:5]=[C:6]([S:11]([N:14]2[CH2:19][CH2:18][CH2:17][CH2:16][CH:15]2[CH2:20][C:21]([O:23]C)=[O:22])(=[O:13])=[O:12])[CH:7]=[CH:8][C:9]=1[Cl:10]. Product: [Cl:3][C:4]1[CH:5]=[C:6]([S:11]([N:14]2[CH2:19][CH2:18][CH2:17][CH2:16][CH:15]2[CH2:20][C:21]([OH:23])=[O:22])(=[O:12])=[O:13])[CH:7]=[CH:8][C:9]=1[Cl:10]. The catalyst class is: 24.